From a dataset of Catalyst prediction with 721,799 reactions and 888 catalyst types from USPTO. Predict which catalyst facilitates the given reaction. (1) Reactant: C([O:5][C:6]([C:8]1[N:9]([C:13](=[O:32])[CH2:14][CH2:15][CH2:16][CH2:17][C:18]([N:20]2[CH:24]=[CH:23][CH:22]=[C:21]2[C:25]([O:27]C(C)(C)C)=[O:26])=[O:19])[CH:10]=[CH:11][CH:12]=1)=[O:7])(C)(C)C.FC(F)(F)C(O)=O. Product: [C:25]([C:21]1[N:20]([C:18](=[O:19])[CH2:17][CH2:16][CH2:15][CH2:14][C:13]([N:9]2[CH:10]=[CH:11][CH:12]=[C:8]2[C:6]([OH:7])=[O:5])=[O:32])[CH:24]=[CH:23][CH:22]=1)([OH:27])=[O:26]. The catalyst class is: 4. (2) Reactant: [C:1]([O:4][C@H:5]1[C@H:10]([O:11][C:12](=[O:14])[CH3:13])[C@@H:9]([O:15][C:16](=[O:18])[CH3:17])[C@H:8]([C:19]2[CH:24]=[CH:23][C:22]([C:25]#[N:26])=[C:21]([CH2:27][C:28]3[CH:33]=[CH:32][C:31]([O:34][CH2:35][CH2:36][O:37][Si](C(C)(C)C)(C)C)=[CH:30][CH:29]=3)[CH:20]=2)[O:7][C@@H:6]1[CH2:45][O:46][C:47](=[O:49])[CH3:48])(=[O:3])[CH3:2].C(O)(=O)C.O.C(=O)(O)[O-].[Na+]. Product: [C:1]([O:4][C@H:5]1[C@H:10]([O:11][C:12](=[O:14])[CH3:13])[C@@H:9]([O:15][C:16](=[O:18])[CH3:17])[C@H:8]([C:19]2[CH:24]=[CH:23][C:22]([C:25]#[N:26])=[C:21]([CH2:27][C:28]3[CH:29]=[CH:30][C:31]([O:34][CH2:35][CH2:36][OH:37])=[CH:32][CH:33]=3)[CH:20]=2)[O:7][C@@H:6]1[CH2:45][O:46][C:47](=[O:49])[CH3:48])(=[O:3])[CH3:2]. The catalyst class is: 13. (3) Reactant: C([O:5][C:6](=[O:21])[CH2:7][CH:8]([P:15]([O:19][CH3:20])([O:17][CH3:18])=[O:16])[P:9]([O:13][CH3:14])([O:11][CH3:12])=[O:10])(C)(C)C.FC(F)(F)C(O)=O. Product: [CH3:18][O:17][P:15]([CH:8]([P:9]([O:11][CH3:12])([O:13][CH3:14])=[O:10])[CH2:7][C:6]([OH:21])=[O:5])([O:19][CH3:20])=[O:16]. The catalyst class is: 4. (4) Reactant: [CH:1]([N:14]1[CH2:18][CH2:17][CH:16]([CH2:19][NH2:20])[CH2:15]1)([C:8]1[CH:13]=[CH:12][CH:11]=[CH:10][CH:9]=1)[C:2]1[CH:7]=[CH:6][CH:5]=[CH:4][CH:3]=1.[C:21]1([CH:27]([N:34]=[C:35]=[O:36])[C:28]2[CH:33]=[CH:32][CH:31]=[CH:30][CH:29]=2)[CH:26]=[CH:25][CH:24]=[CH:23][CH:22]=1. Product: [CH:27]([NH:34][C:35]([NH:20][CH2:19][CH:16]1[CH2:17][CH2:18][N:14]([CH:1]([C:8]2[CH:13]=[CH:12][CH:11]=[CH:10][CH:9]=2)[C:2]2[CH:3]=[CH:4][CH:5]=[CH:6][CH:7]=2)[CH2:15]1)=[O:36])([C:28]1[CH:29]=[CH:30][CH:31]=[CH:32][CH:33]=1)[C:21]1[CH:26]=[CH:25][CH:24]=[CH:23][CH:22]=1. The catalyst class is: 2. (5) The catalyst class is: 10. Product: [CH2:21]([C:18]1[CH:17]=[CH:16][C:15]([C:13]([C:4]2[S:3][C:2]([NH:1][C:40](=[O:41])[CH2:39][CH2:38][C:37]([C:31]3[CH:32]=[C:33]([O:34][CH2:35][CH3:36])[C:28]([O:27][CH2:25][CH3:26])=[CH:29][C:30]=3[CH3:44])=[O:43])=[N:6][C:5]=2[C:7]2[CH:8]=[CH:9][CH:10]=[CH:11][CH:12]=2)=[O:14])=[CH:20][CH:19]=1)[CH2:22][CH2:23][CH3:24]. Reactant: [NH2:1][C:2]1[S:3][C:4]([C:13]([C:15]2[CH:20]=[CH:19][C:18]([CH2:21][CH2:22][CH2:23][CH3:24])=[CH:17][CH:16]=2)=[O:14])=[C:5]([C:7]2[CH:12]=[CH:11][CH:10]=[CH:9][CH:8]=2)[N:6]=1.[CH2:25]([O:27][C:28]1[C:33]([O:34][CH2:35][CH3:36])=[CH:32][C:31]([C:37](=[O:43])[CH2:38][CH2:39][C:40](O)=[O:41])=[C:30]([CH3:44])[CH:29]=1)[CH3:26].CCN=C=NCCCN(C)C.C1C=CC2N(O)N=NC=2C=1. (6) Reactant: [Cl:1][C:2]1[CH:3]=[C:4]([N:18]2[C:22]3=[N:23][CH:24]=[CH:25][CH:26]=[C:21]3[C:20]([C:27]([O:29]C)=O)=[N:19]2)[CH:5]=[C:6]([C:8]#[C:9][C@:10]2([OH:17])[CH2:14][CH2:13][N:12]([CH3:15])[C:11]2=[O:16])[CH:7]=1.[NH3:31]. Product: [Cl:1][C:2]1[CH:3]=[C:4]([N:18]2[C:22]3=[N:23][CH:24]=[CH:25][CH:26]=[C:21]3[C:20]([C:27]([NH2:31])=[O:29])=[N:19]2)[CH:5]=[C:6]([C:8]#[C:9][C@:10]2([OH:17])[CH2:14][CH2:13][N:12]([CH3:15])[C:11]2=[O:16])[CH:7]=1. The catalyst class is: 5.